This data is from Reaction yield outcomes from USPTO patents with 853,638 reactions. The task is: Predict the reaction yield, written as a fraction of the theoretical maximum amount of product (1.0 means a 100% yield; for example, 0.34 means a 34% yield). (1) The reactants are C([O:3][C:4](=[O:16])[CH2:5][CH:6]1[CH2:11][CH2:10][N:9]([CH:12]2[CH2:15][CH2:14][CH2:13]2)[CH2:8][CH2:7]1)C.O1CCCC1.O.[OH-].[Li+].Cl. The catalyst is O. The product is [CH:12]1([N:9]2[CH2:8][CH2:7][CH:6]([CH2:5][C:4]([OH:16])=[O:3])[CH2:11][CH2:10]2)[CH2:13][CH2:14][CH2:15]1. The yield is 1.00. (2) The reactants are [C:1]1([S:7]([C:10]([CH3:26])([CH3:25])[CH2:11][CH2:12][CH2:13][N:14]2[CH2:19][CH2:18][CH:17]([C:20](OCC)=O)[CH2:16][CH2:15]2)(=[O:9])=[O:8])[CH:6]=[CH:5][CH:4]=[CH:3][CH:2]=1.[H-].[CH2:28]([Al+]CC(C)C)C(C)C.[N+](=C(P(=O)(OC)OC)C(=O)C)=[N-].C(=O)([O-])[O-].[K+].[K+]. The catalyst is ClCCl. The product is [C:1]1([S:7]([C:10]([CH3:25])([CH3:26])[CH2:11][CH2:12][CH2:13][N:14]2[CH2:19][CH2:18][CH:17]([C:20]#[CH:28])[CH2:16][CH2:15]2)(=[O:9])=[O:8])[CH:6]=[CH:5][CH:4]=[CH:3][CH:2]=1. The yield is 0.340. (3) The reactants are Cl[C:2]1[CH:7]=[C:6]([CH3:8])[C:5]([CH3:9])=[CH:4][C:3]=1[N+:10]([O-:12])=[O:11].[CH2:13]([NH2:16])[CH2:14][CH3:15]. The catalyst is CCO.O. The product is [CH3:9][C:5]1[C:6]([CH3:8])=[CH:7][C:2]([NH:16][CH2:13][CH2:14][CH3:15])=[C:3]([N+:10]([O-:12])=[O:11])[CH:4]=1. The yield is 0.540. (4) The reactants are [C:1]1([CH:7](C2C=CC(C)=CC=2)[CH2:8][CH:9]=O)[CH:6]=[CH:5][CH:4]=[CH:3][CH:2]=1.[S:18](=[O:22])(=O)(O)[OH:19].Cl.[NH2:24][C:25]1[CH:30]=[CH:29][C:28]([CH2:31][CH2:32][O:33][C:34]2[CH:39]=[CH:38][C:37]([CH2:40][C@H:41]([O:45][CH2:46][CH3:47])[C:42]([OH:44])=[O:43])=[CH:36][CH:35]=2)=[CH:27][CH:26]=1.[BH4-].[Na+]. The catalyst is O1CCCC1.ClCCl.CO. The product is [CH2:46]([O:45][C@@H:41]([CH2:40][C:37]1[CH:38]=[CH:39][C:34]([O:33][CH2:32][CH2:31][C:28]2[CH:27]=[CH:26][C:25]([NH:24][CH2:9][CH2:8][CH:7]([S:18]([C:4]3[CH:5]=[CH:6][C:1]([CH3:7])=[CH:2][CH:3]=3)(=[O:22])=[O:19])[C:1]3[CH:6]=[CH:5][CH:4]=[CH:3][CH:2]=3)=[CH:30][CH:29]=2)=[CH:35][CH:36]=1)[C:42]([OH:44])=[O:43])[CH3:47]. The yield is 0.400. (5) The reactants are C[O:2][C:3]([C:5]1[CH:6]=[N:7][C:8]([C:11]2[CH:12]=[N:13][CH:14]=[CH:15][CH:16]=2)=[N:9][CH:10]=1)=[O:4].[Li+].[OH-]. The catalyst is CO. The product is [N:13]1[CH:14]=[CH:15][CH:16]=[C:11]([C:8]2[N:7]=[CH:6][C:5]([C:3]([OH:4])=[O:2])=[CH:10][N:9]=2)[CH:12]=1. The yield is 0.300.